This data is from Full USPTO retrosynthesis dataset with 1.9M reactions from patents (1976-2016). The task is: Predict the reactants needed to synthesize the given product. (1) Given the product [C:1]([O:5][C:6](=[O:23])[N:7]([CH2:8][CH2:9][CH2:10][O:11][C:12]1[CH:13]=[CH:14][C:15]([NH2:18])=[CH:16][CH:17]=1)[CH2:21][CH3:22])([CH3:2])([CH3:3])[CH3:4], predict the reactants needed to synthesize it. The reactants are: [C:1]([O:5][C:6](=[O:23])[N:7]([CH2:21][CH3:22])[CH2:8][CH2:9][CH2:10][O:11][C:12]1[CH:17]=[CH:16][C:15]([N+:18]([O-])=O)=[CH:14][CH:13]=1)([CH3:4])([CH3:3])[CH3:2].[H][H]. (2) The reactants are: [CH2:1]([O:3][C:4](=[O:24])[C:5]([O:21][CH2:22][CH3:23])=[CH:6][C:7]1[CH:12]=[CH:11][C:10]([O:13]CC2C=CC=CC=2)=[CH:9][CH:8]=1)[CH3:2]. Given the product [CH2:1]([O:3][C:4](=[O:24])[CH:5]([O:21][CH2:22][CH3:23])[CH2:6][C:7]1[CH:8]=[CH:9][C:10]([OH:13])=[CH:11][CH:12]=1)[CH3:2], predict the reactants needed to synthesize it. (3) Given the product [F:31][C:25]1[C:26]([F:30])=[CH:27][CH:28]=[CH:29][C:24]=1[C:22]1[N:23]=[C:18]2[CH:17]=[N:16][N:15]([CH2:14][C:13]3[C:8]([NH2:7])=[N:9][C:10]([C:39]4[CH:40]=[CH:41][C:36]([O:35][CH3:34])=[CH:37][C:38]=4[C:45]([F:46])([F:47])[F:48])=[CH:11][CH:12]=3)[CH:20]=[C:19]2[N:21]=1, predict the reactants needed to synthesize it. The reactants are: C(OC(=O)[NH:7][C:8]1[C:13]([CH2:14][N:15]2[CH:20]=[C:19]3[N:21]=[C:22]([C:24]4[CH:29]=[CH:28][CH:27]=[C:26]([F:30])[C:25]=4[F:31])[N:23]=[C:18]3[CH:17]=[N:16]2)=[CH:12][CH:11]=[C:10](Cl)[N:9]=1)(C)(C)C.[CH3:34][O:35][C:36]1[CH:41]=[CH:40][C:39](B(O)O)=[C:38]([C:45]([F:48])([F:47])[F:46])[CH:37]=1. (4) Given the product [Br:1][C:2]1[CH:8]=[C:7]([CH2:9][CH3:10])[C:5]([NH:6][C:19](=[O:26])[C:20]2[CH:25]=[CH:24][CH:23]=[CH:22][CH:21]=2)=[C:4]([CH2:11][CH3:12])[CH:3]=1, predict the reactants needed to synthesize it. The reactants are: [Br:1][C:2]1[CH:8]=[C:7]([CH2:9][CH3:10])[C:5]([NH2:6])=[C:4]([CH2:11][CH3:12])[CH:3]=1.N1C=CC=CC=1.[C:19](Cl)(=[O:26])[C:20]1[CH:25]=[CH:24][CH:23]=[CH:22][CH:21]=1. (5) Given the product [Cl:1][C:2]1[C:10]([I:17])=[CH:9][C:5]([C:6]([OH:8])=[O:7])=[C:4]([CH3:11])[CH:3]=1, predict the reactants needed to synthesize it. The reactants are: [Cl:1][C:2]1[CH:10]=[CH:9][C:5]([C:6]([OH:8])=[O:7])=[C:4]([CH3:11])[CH:3]=1.S(=O)(=O)(O)O.[I:17]N1C(=O)CCC1=O. (6) The reactants are: [CH3:1][O:2][C:3]1[N:8]=[C:7]([O:9][CH3:10])[C:6]([NH2:11])=[CH:5][N:4]=1.[C:12](N1C=CN=C1)(N1C=CN=C1)=[S:13].CCCCCC.C(OCC)(=O)C. Given the product [N:11]([C:6]1[C:7]([O:9][CH3:10])=[N:8][C:3]([O:2][CH3:1])=[N:4][CH:5]=1)=[C:12]=[S:13], predict the reactants needed to synthesize it. (7) Given the product [F:1][C:2]1([F:15])[CH2:3][CH2:4][CH:5]([C:8]([CH3:17])([CH3:14])[C:9]([O:11][CH2:12][CH3:13])=[O:10])[CH2:6][CH2:7]1, predict the reactants needed to synthesize it. The reactants are: [F:1][C:2]1([F:15])[CH2:7][CH2:6][CH:5]([CH:8]([CH3:14])[C:9]([O:11][CH2:12][CH3:13])=[O:10])[CH2:4][CH2:3]1.[Li+].[CH3:17]C([N-]C(C)C)C.CI. (8) Given the product [CH3:3][C:2]1[N:5]=[CH:12][C:9]([C:8]([O:7][CH3:6])=[O:16])=[CH:10][N:20]=1, predict the reactants needed to synthesize it. The reactants are: Cl.[C:2]([NH2:5])(=O)[CH3:3].[CH3:6][O:7][CH:8]([O:16]C)[C:9]([C:12](OC)=O)=[CH:10][O-].[Na+].C[N:20](C)C=O. (9) Given the product [S:37]1[CH:38]=[CH:39][C:40]2[C:32]([N:29]3[CH2:28][CH2:27][N:26]([CH2:25][CH2:24][CH2:23][CH2:22][O:21][C:18]4[CH:19]=[C:20]5[C:15]([CH:14]=[CH:13][C:12](=[O:41])[N:11]5[CH2:10][O:9][C:8]([N:43]5[CH2:48][CH2:47][CH2:46][CH2:45][CH2:44]5)=[O:42])=[CH:16][CH:17]=4)[CH2:31][CH2:30]3)=[CH:33][CH:34]=[CH:35][C:36]1=2, predict the reactants needed to synthesize it. The reactants are: C1(O[C:8](=[O:42])[O:9][CH2:10][N:11]2[C:20]3[C:15](=[CH:16][CH:17]=[C:18]([O:21][CH2:22][CH2:23][CH2:24][CH2:25][N:26]4[CH2:31][CH2:30][N:29]([C:32]5[C:40]6[CH:39]=[CH:38][S:37][C:36]=6[CH:35]=[CH:34][CH:33]=5)[CH2:28][CH2:27]4)[CH:19]=3)[CH:14]=[CH:13][C:12]2=[O:41])C=CC=CC=1.[NH:43]1[CH2:48][CH2:47][CH2:46][CH2:45][CH2:44]1.O.